Dataset: Full USPTO retrosynthesis dataset with 1.9M reactions from patents (1976-2016). Task: Predict the reactants needed to synthesize the given product. (1) Given the product [NH2:46][C:24]([C:23]1[CH:27]=[CH:28][C:20]([C:11]2[C:12]3[C:7](=[CH:6][C:5]([O:4][CH2:2][CH3:3])=[C:14]4[O:15][C:16]([CH3:18])([CH3:19])[CH2:17][C:13]4=3)[CH2:8][C:9]([CH3:39])([CH3:38])[N:10]=2)=[CH:21][C:22]=1[NH:29][C:30]([C:32]1[CH:37]=[CH:36][CH:35]=[CH:34][N:33]=1)=[O:31])=[O:25], predict the reactants needed to synthesize it. The reactants are: Cl.[CH2:2]([O:4][C:5]1[CH:6]=[C:7]2[C:12](=[C:13]3[CH2:17][C:16]([CH3:19])([CH3:18])[O:15][C:14]=13)[C:11]([C:20]1[CH:28]=[CH:27][C:23]([C:24](O)=[O:25])=[C:22]([NH:29][C:30]([C:32]3[CH:37]=[CH:36][CH:35]=[CH:34][N:33]=3)=[O:31])[CH:21]=1)=[N:10][C:9]([CH3:39])([CH3:38])[CH2:8]2)[CH3:3].C1C=C2[N:46]=NN([O-])C2=CC=1.[NH4+].C(N(CC)CC)C.Cl.C(N=C=NCCCN(C)C)C. (2) The reactants are: [NH2:1][CH2:2][C@H:3]([OH:16])[CH2:4][O:5][C:6]1[C:14]2[NH:13][C:12](=[O:15])[NH:11][C:10]=2[CH:9]=[CH:8][CH:7]=1.[F:17][C:18]1[CH:19]=[C:20]([CH:29]=[CH:30][C:31]=1[N:32]1[CH2:37][CH2:36][C:35](=O)[CH2:34][CH2:33]1)[CH:21]=[C:22]1[S:26][C:25](=[O:27])[NH:24][C:23]1=[O:28]. Given the product [F:17][C:18]1[CH:19]=[C:20]([CH:29]=[CH:30][C:31]=1[N:32]1[CH2:37][CH2:36][CH:35]([NH:1][CH2:2][C@H:3]([OH:16])[CH2:4][O:5][C:6]2[C:14]3[NH:13][C:12](=[O:15])[NH:11][C:10]=3[CH:9]=[CH:8][CH:7]=2)[CH2:34][CH2:33]1)[CH:21]=[C:22]1[S:26][C:25](=[O:27])[NH:24][C:23]1=[O:28], predict the reactants needed to synthesize it. (3) Given the product [N:19]1([C:25]([O:27][C:28]2[CH:29]=[CH:30][C:31]([C:9]3[S:10][C:5]4[C:4]([N:13]5[CH2:18][CH2:17][O:16][CH2:15][CH2:14]5)=[N:3][C:2]([C:47]5[CH:46]=[N:45][C:44]([NH2:43])=[N:49][CH:48]=5)=[N:7][C:6]=4[C:8]=3[CH3:12])=[CH:32][CH:33]=2)=[O:26])[CH2:20][CH2:21][CH2:22][CH2:23][CH2:24]1, predict the reactants needed to synthesize it. The reactants are: Cl[C:2]1[N:3]=[C:4]([N:13]2[CH2:18][CH2:17][O:16][CH2:15][CH2:14]2)[C:5]2[S:10][C:9](I)=[C:8]([CH3:12])[C:6]=2[N:7]=1.[N:19]1([C:25]([O:27][C:28]2[CH:33]=[CH:32][C:31](B3OC(C)(C)C(C)(C)O3)=[CH:30][CH:29]=2)=[O:26])[CH2:24][CH2:23][CH2:22][CH2:21][CH2:20]1.[NH2:43][C:44]1[N:49]=[CH:48][C:47](B2OC(C)(C)C(C)(C)O2)=[CH:46][N:45]=1. (4) Given the product [OH:26][NH:25][C:15]([C:13]1[CH:12]=[CH:11][C:10]2[C@@H:4]([CH:1]([CH3:3])[CH3:2])[N:5]([C:19]([CH:21]3[CH2:24][O:23][CH2:22]3)=[O:20])[CH2:6][CH2:7][O:8][C:9]=2[CH:14]=1)=[O:16], predict the reactants needed to synthesize it. The reactants are: [CH:1]([C@@H:4]1[C:10]2[CH:11]=[CH:12][C:13]([C:15](OC)=[O:16])=[CH:14][C:9]=2[O:8][CH2:7][CH2:6][N:5]1[C:19]([CH:21]1[CH2:24][O:23][CH2:22]1)=[O:20])([CH3:3])[CH3:2].[NH2:25][OH:26].[OH-].[Na+]. (5) Given the product [NH2:25][C:23]1[N:22]=[CH:21][N:20]=[C:19]2[N:18]([C@@H:26]3[CH2:30][CH2:29][N:28]([C:31](=[O:35])[C:32]#[C:33][CH3:34])[CH2:27]3)[N:17]=[C:16]([C:3]3[CH:4]=[CH:5][C:6]([O:8][C:9]4[CH:14]=[CH:13][CH:12]=[C:11]([F:15])[CH:10]=4)=[CH:7][C:2]=3[F:1])[C:24]=12, predict the reactants needed to synthesize it. The reactants are: [F:1][C:2]1[CH:7]=[C:6]([O:8][C:9]2[CH:14]=[CH:13][CH:12]=[C:11]([F:15])[CH:10]=2)[CH:5]=[CH:4][C:3]=1[C:16]1[C:24]2[C:19](=[N:20][CH:21]=[N:22][C:23]=2[NH2:25])[N:18]([C@@H:26]2[CH2:30][CH2:29][NH:28][CH2:27]2)[N:17]=1.[C:31](O)(=[O:35])[C:32]#[C:33][CH3:34].CN(C(ON1N=NC2C=CC=NC1=2)=[N+](C)C)C.F[P-](F)(F)(F)(F)F.CCN(C(C)C)C(C)C.